Predict which catalyst facilitates the given reaction. From a dataset of Catalyst prediction with 721,799 reactions and 888 catalyst types from USPTO. (1) Reactant: [F:1][C:2]1[CH:7]=[CH:6][C:5]([C:8]2[N:12]=[N:11][N:10]([CH3:13])[C:9]=2[C:14](=[O:16])[CH3:15])=[CH:4][CH:3]=1.CC(OCC1C2C(=CC=CC=2)C(COC(C)=O)=C2C=1C=CC=C2)=O.[Br:41]Br. Product: [Br:41][CH2:15][C:14]([C:9]1[N:10]([CH3:13])[N:11]=[N:12][C:8]=1[C:5]1[CH:4]=[CH:3][C:2]([F:1])=[CH:7][CH:6]=1)=[O:16]. The catalyst class is: 22. (2) Reactant: BrCC[O:4][C:5]1[C:14]([O:15][C:16]([C:18]2C=CC=CC=2)=O)=[CH:13][C:12]([N+:24]([O-:26])=[O:25])=[CH:11][C:6]=1[C:7]([O:9][CH3:10])=[O:8].C(=O)([O-])[O-].[K+].[K+]. Product: [N+:24]([C:12]1[CH:11]=[C:6]([C:7]([O:9][CH3:10])=[O:8])[C:5]2[O:4][CH2:18][CH2:16][O:15][C:14]=2[CH:13]=1)([O-:26])=[O:25]. The catalyst class is: 5. (3) Reactant: [Cl:1][C:2]1[CH:29]=[CH:28][C:5]2[N:6]3[C:10]([CH2:11][N:12]([CH2:15][C:16]4[CH:21]=[CH:20][C:19]([O:22][CH3:23])=[CH:18][C:17]=4[O:24][CH3:25])[C:13](=[O:14])[C:4]=2[CH:3]=1)=[C:9]([C:26]#[N:27])[N:8]=[CH:7]3.Cl.[NH2:31][OH:32].C[O-].[Na+].CO. Product: [Cl:1][C:2]1[CH:29]=[CH:28][C:5]2[N:6]3[C:10]([CH2:11][N:12]([CH2:15][C:16]4[CH:21]=[CH:20][C:19]([O:22][CH3:23])=[CH:18][C:17]=4[O:24][CH3:25])[C:13](=[O:14])[C:4]=2[CH:3]=1)=[C:9]([C:26]([NH:31][OH:32])=[NH:27])[N:8]=[CH:7]3. The catalyst class is: 18. (4) The catalyst class is: 7. Reactant: [CH3:1][O:2][C:3](=[O:21])[C:4]1[CH:9]=[C:8]([S:10]CC[Si](C)(C)C)[CH:7]=[C:6]([C:17]([F:20])([F:19])[F:18])[CH:5]=1.[F-].C([N+](CCCC)(CCCC)CCCC)CCC.Cl.C(OCC)(=O)C. Product: [CH3:1][O:2][C:3](=[O:21])[C:4]1[CH:5]=[C:6]([C:17]([F:19])([F:20])[F:18])[CH:7]=[C:8]([SH:10])[CH:9]=1. (5) Reactant: [NH2:1][C:2]1[CH:7]=[CH:6][N:5]=[C:4]([NH:8][C:9]2[CH:10]=[CH:11][C:12]([Cl:16])=[C:13]([OH:15])[CH:14]=2)[N:3]=1.C([O-])([O-])=O.[Cs+].[Cs+].Br[CH2:24][CH:25]=[C:26]([CH3:28])[CH3:27]. Product: [Cl:16][C:12]1[CH:11]=[CH:10][C:9]([NH:8][C:4]2[N:3]=[C:2]([NH2:1])[CH:7]=[CH:6][N:5]=2)=[CH:14][C:13]=1[O:15][CH2:24][CH:25]=[C:26]([CH3:28])[CH3:27]. The catalyst class is: 21. (6) Reactant: [C:1]1([Mg]Br)[CH:6]=[CH:5][CH:4]=[CH:3][CH:2]=1.[CH3:9][N:10]1[CH:15]2[CH2:16][CH2:17][CH:11]1[C:12](=[O:18])[CH2:13][CH2:14]2. Product: [CH3:9][N:10]1[CH:15]2[CH2:16][CH2:17][CH:11]1[C:12]([C:1]1[CH:6]=[CH:5][CH:4]=[CH:3][CH:2]=1)([OH:18])[CH2:13][CH2:14]2. The catalyst class is: 7.